From a dataset of Full USPTO retrosynthesis dataset with 1.9M reactions from patents (1976-2016). Predict the reactants needed to synthesize the given product. (1) Given the product [C:13]([NH:17][S:18]([CH2:21][CH:22]([OH:23])[C:24]1[CH:29]=[CH:28][N:27]=[CH:26][CH:25]=1)(=[O:20])=[O:19])([CH3:16])([CH3:15])[CH3:14], predict the reactants needed to synthesize it. The reactants are: C(NC(C)C)(C)C.C([Li])CCC.[C:13]([NH:17][S:18]([CH3:21])(=[O:20])=[O:19])([CH3:16])([CH3:15])[CH3:14].[CH:22]([C:24]1[CH:29]=[CH:28][N:27]=[CH:26][CH:25]=1)=[O:23]. (2) Given the product [CH:1]([O:4][C:5]1[C:9]([C:10]([O:12][CH2:13][CH3:14])=[O:11])=[CH:8][N:7]([CH2:18][CH2:19][CH2:20][O:21][CH:22]2[CH2:27][CH2:26][CH2:25][CH2:24][O:23]2)[N:6]=1)([CH3:3])[CH3:2], predict the reactants needed to synthesize it. The reactants are: [CH:1]([O:4][C:5]1[C:9]([C:10]([O:12][CH2:13][CH3:14])=[O:11])=[CH:8][NH:7][N:6]=1)([CH3:3])[CH3:2].[H-].[Na+].Br[CH2:18][CH2:19][CH2:20][O:21][CH:22]1[CH2:27][CH2:26][CH2:25][CH2:24][O:23]1.O.